This data is from Full USPTO retrosynthesis dataset with 1.9M reactions from patents (1976-2016). The task is: Predict the reactants needed to synthesize the given product. (1) Given the product [NH2:1][C@@H:2]([C@H:13]([CH:15]1[CH2:16][CH2:17][CH2:18][CH2:19][CH2:20]1)[O:14][Si:28]([CH3:30])([CH3:29])[CH3:27])[CH2:3][N:4]([CH3:12])[C:5](=[O:11])[O:6][C:7]([CH3:10])([CH3:8])[CH3:9], predict the reactants needed to synthesize it. The reactants are: [NH2:1][C@@H:2]([C@H:13]([CH:15]1[CH2:20][CH2:19][CH2:18][CH2:17][CH2:16]1)[OH:14])[CH2:3][N:4]([CH3:12])[C:5](=[O:11])[O:6][C:7]([CH3:10])([CH3:9])[CH3:8].N1C=CC=CC=1.[CH3:27][Si:28](Cl)([CH3:30])[CH3:29]. (2) Given the product [N+:1]([C:4]1[CH:12]=[C:11]2[C:7]([C:8]([C:27]3[N:28]([CH2:35][O:36][CH2:37][CH2:38][Si:39]([CH3:41])([CH3:42])[CH3:40])[C:29]4[CH:34]=[CH:33][CH:32]=[CH:31][C:30]=4[N:26]=3)=[N:9][N:10]2[CH2:13][O:14][CH2:15][CH2:16][Si:17]([CH3:20])([CH3:19])[CH3:18])=[CH:6][CH:5]=1)([O-:3])=[O:2], predict the reactants needed to synthesize it. The reactants are: [N+:1]([C:4]1[CH:12]=[C:11]2[C:7]([C:8]([Sn](C)(C)C)=[N:9][N:10]2[CH2:13][O:14][CH2:15][CH2:16][Si:17]([CH3:20])([CH3:19])[CH3:18])=[CH:6][CH:5]=1)([O-:3])=[O:2].I[N:26]1[C:30]2[CH:31]=[CH:32][CH:33]=[CH:34][C:29]=2[N:28]([CH2:35][O:36][CH2:37][CH2:38][Si:39]([CH3:42])([CH3:41])[CH3:40])[CH2:27]1. (3) Given the product [F:1][C:2]1[CH:11]=[C:10]([F:12])[CH:9]=[C:8]2[C:3]=1[CH2:4][CH2:5][CH:6]=[C:7]2[CH2:16][CH:15]=[CH2:14], predict the reactants needed to synthesize it. The reactants are: [F:1][C:2]1[CH:11]=[C:10]([F:12])[CH:9]=[C:8]2[C:3]=1[CH2:4][CH2:5][CH2:6][C:7]2=O.[CH2:14]([Mg]Br)[CH:15]=[CH2:16]. (4) Given the product [CH2:2]([CH:3]1[CH:15]=[C:14]2[C:6](=[O:13])[CH:7]([C:16](=[O:22])[CH2:17][CH2:18][CH2:19]2)[CH:12]1[CH3:11])[CH2:1][CH2:28][CH2:29][CH2:30][CH3:31], predict the reactants needed to synthesize it. The reactants are: [CH:1](/[Mg]Br)=[CH:2]\[CH3:3].[C:6]([C:14]1[CH:19]=[CH:18][CH:17]=[CH:16][CH:15]=1)(=[O:13])[C:7]1[CH:12]=[CH:11]C=CC=1.C(O)(=[O:22])C.[Cl-].[Na+].[Cl-].[NH4+].[C:28]1(C)C=C[CH:31]=[CH:30][CH:29]=1. (5) The reactants are: [CH3:1][O:2][CH2:3][Si](C)(C)C.C([Li])(CC)C.[CH3:13][C:14]12[C:22](=O)[C:18]([CH3:24])([CH2:19][CH2:20][CH2:21]1)[CH2:17][N:16]([CH3:25])[CH2:15]2.[Cl-].[NH4+].C(=O)([O-])[O-].[K+].[K+]. Given the product [CH3:13][C:14]12[C:22](=[CH:3][O:2][CH3:1])[C:18]([CH3:24])([CH2:19][CH2:20][CH2:21]1)[CH2:17][N:16]([CH3:25])[CH2:15]2, predict the reactants needed to synthesize it. (6) Given the product [C:33]([NH:32][C:30]([C:8]1[C:6]2=[N:7][C:2]([C:43]3[C:42]4[C:46](=[CH:47][CH:48]=[C:40]([O:39][CH:38]([F:37])[F:62])[CH:41]=4)[NH:45][N:44]=3)=[CH:3][N:4]=[C:5]2[N:10]([C:11]([C:18]2[CH:19]=[CH:20][CH:21]=[CH:22][CH:23]=2)([C:12]2[CH:17]=[CH:16][CH:15]=[CH:14][CH:13]=2)[C:24]2[CH:25]=[CH:26][CH:27]=[CH:28][CH:29]=2)[CH:9]=1)=[O:31])([CH3:36])([CH3:34])[CH3:35], predict the reactants needed to synthesize it. The reactants are: Br[C:2]1[N:7]=[C:6]2[C:8]([C:30]([NH:32][C:33]([CH3:36])([CH3:35])[CH3:34])=[O:31])=[CH:9][N:10]([C:11]([C:24]3[CH:29]=[CH:28][CH:27]=[CH:26][CH:25]=3)([C:18]3[CH:23]=[CH:22][CH:21]=[CH:20][CH:19]=3)[C:12]3[CH:17]=[CH:16][CH:15]=[CH:14][CH:13]=3)[C:5]2=[N:4][CH:3]=1.[F:37][CH:38]([F:62])[O:39][C:40]1[CH:41]=[C:42]2[C:46](=[CH:47][CH:48]=1)[NH:45][N:44]=[C:43]2[Sn](CCCC)(CCCC)CCCC.